From a dataset of Full USPTO retrosynthesis dataset with 1.9M reactions from patents (1976-2016). Predict the reactants needed to synthesize the given product. (1) Given the product [F:20][C:18]1[C:17]([F:21])=[CH:16][N:15]([C:8]2[CH:9]=[CH:10][C:11]([N+:12]([O-:14])=[O:13])=[C:6]([OH:5])[CH:7]=2)[CH:19]=1, predict the reactants needed to synthesize it. The reactants are: C([O:5][C:6]1[CH:7]=[C:8]([N:15]2[CH:19]=[C:18]([F:20])[C:17]([F:21])=[CH:16]2)[CH:9]=[CH:10][C:11]=1[N+:12]([O-:14])=[O:13])(C)(C)C.C(O)(C(F)(F)F)=O. (2) Given the product [Br:11][CH2:12][CH2:13][CH2:14][CH2:15][O:10][C:8]1[CH:7]=[CH:6][C:5]2[S:1][CH:2]=[N:3][C:4]=2[CH:9]=1, predict the reactants needed to synthesize it. The reactants are: [S:1]1[C:5]2[CH:6]=[CH:7][C:8]([OH:10])=[CH:9][C:4]=2[N:3]=[CH:2]1.[Br:11][CH2:12][CH2:13][CH2:14][CH2:15]Br.C([O-])([O-])=O.[K+].[K+]. (3) Given the product [F:29][C:23]1[CH:24]=[C:25]([I:28])[CH:26]=[CH:27][C:22]=1[NH:21][C:20]1[N:19]([CH3:30])[C:18](=[O:31])[C:17]2[CH:32]=[CH:33][O:34][C:16]=2[C:15]=1[C:13]([NH:12][C:10](=[O:11])[CH2:9][OH:8])=[O:14], predict the reactants needed to synthesize it. The reactants are: [Si]([O:8][CH2:9][C:10]([NH:12][C:13]([C:15]1[C:16]2[O:34][CH:33]=[CH:32][C:17]=2[C:18](=[O:31])[N:19]([CH3:30])[C:20]=1[NH:21][C:22]1[CH:27]=[CH:26][C:25]([I:28])=[CH:24][C:23]=1[F:29])=[O:14])=[O:11])(C(C)(C)C)(C)C.Cl. (4) Given the product [CH3:1][C@H:2]1[CH2:7][CH2:6][CH:5]([C:9]([O:10][CH3:11])=[O:12])[C:4](=[O:8])[CH2:3]1, predict the reactants needed to synthesize it. The reactants are: [CH3:1][C@H:2]1[CH2:7][CH2:6][CH2:5][C:4](=[O:8])[CH2:3]1.[C:9](=O)([O:12]C)[O:10][CH3:11].[H-].[Na+].CO. (5) The reactants are: [F:1][C:2]([F:6])([F:5])[CH2:3][NH2:4].C(N(CC)CC)C.[F:14][C:15]1[CH:20]=[C:19]([S:21][C:22]([F:25])([F:24])[F:23])[CH:18]=[CH:17][C:16]=1[N:26]([CH3:30])[C:27](Cl)=[O:28]. Given the product [F:14][C:15]1[CH:20]=[C:19]([S:21][C:22]([F:25])([F:24])[F:23])[CH:18]=[CH:17][C:16]=1[N:26]([CH3:30])[C:27]([NH:4][CH2:3][C:2]([F:6])([F:5])[F:1])=[O:28], predict the reactants needed to synthesize it. (6) Given the product [Cl:3][C:4]1[C:16]2[C:15]3[C:10](=[CH:11][CH:12]=[CH:13][CH:14]=3)[N:9]([C:18]3[N:23]=[C:22]([C:24]4[CH:29]=[CH:28][CH:27]=[CH:26][CH:25]=4)[N:21]=[C:20]([C:30]4[CH:31]=[CH:32][CH:33]=[CH:34][CH:35]=4)[N:19]=3)[C:8]=2[CH:7]=[CH:6][CH:5]=1, predict the reactants needed to synthesize it. The reactants are: [H-].[Na+].[Cl:3][C:4]1[C:16]2[C:15]3[C:10](=[CH:11][CH:12]=[CH:13][CH:14]=3)[NH:9][C:8]=2[CH:7]=[CH:6][CH:5]=1.Cl[C:18]1[N:23]=[C:22]([C:24]2[CH:29]=[CH:28][CH:27]=[CH:26][CH:25]=2)[N:21]=[C:20]([C:30]2[CH:35]=[CH:34][CH:33]=[CH:32][CH:31]=2)[N:19]=1.CO. (7) Given the product [CH2:1]([C:8]1[CH:13]=[C:12]([CH3:14])[N:11]=[C:10]([NH:15][C:16]2[CH:25]=[CH:24][C:19]([C:20]([NH:28][NH2:29])=[O:21])=[C:18]([F:26])[CH:17]=2)[N:9]=1)[C:2]1[CH:7]=[CH:6][CH:5]=[CH:4][CH:3]=1, predict the reactants needed to synthesize it. The reactants are: [CH2:1]([C:8]1[CH:13]=[C:12]([CH3:14])[N:11]=[C:10]([NH:15][C:16]2[CH:25]=[CH:24][C:19]([C:20](OC)=[O:21])=[C:18]([F:26])[CH:17]=2)[N:9]=1)[C:2]1[CH:7]=[CH:6][CH:5]=[CH:4][CH:3]=1.O.[NH2:28][NH2:29]. (8) The reactants are: OCC(CO)O.[CH3:7][N:8]([C:10]1[C:15]2[CH2:16][C@@H:17]3[C:27]([C:28](=[O:29])[C:14]=2[C:13]([OH:39])=[CH:12][CH:11]=1)=[C:26]([OH:30])[C@@:25]1([OH:31])[C@H:19]([C@H:20]([N:36]([CH3:38])[CH3:37])[C:21]([OH:35])=[C:22]([C:32]([NH2:34])=[O:33])[C:23]1=[O:24])[CH2:18]3)[CH3:9].[CH3:40][C:41]1[C:46]2[O:47][C@:48]3([CH3:97])[O:51][CH:52]=[CH:53][C@H:54]([O:95][CH3:96])[C@@H:55]([CH3:94])[C@@H:56]([O:90][C:91]([CH3:93])=[O:92])[C@H:57]([CH3:89])[C@H:58]([OH:88])[C@H:59]([CH3:87])[C@@H:60]([OH:86])[C@@H:61]([CH3:85])[CH:62]=[CH:63][CH:64]=[C:65]([CH3:84])[C:66]([NH:68][C:69]4[C:72](/[CH:75]=[N:76]/[N:77]5[CH2:82][CH2:81][N:80]([CH3:83])[CH2:79][CH2:78]5)=[C:73]([OH:74])[C:44]([C:45]=2[C:49]3=[O:50])=[C:43]([C:70]=4[OH:71])[C:42]=1[OH:98])=[O:67]. Given the product [CH3:9][N:8]([C:10]1[C:15]2[CH2:16][C@@H:17]3[C:27]([C:28](=[O:29])[C:14]=2[C:13]([OH:39])=[CH:12][CH:11]=1)=[C:26]([OH:30])[C@@:25]1([OH:31])[C@H:19]([C@H:20]([N:36]([CH3:38])[CH3:37])[C:21]([OH:35])=[C:22]([C:32]([NH2:34])=[O:33])[C:23]1=[O:24])[CH2:18]3)[CH3:7].[CH3:40][C:41]1[C:46]2[O:47][C@:48]3([CH3:97])[O:51][CH:52]=[CH:53][C@H:54]([O:95][CH3:96])[C@@H:55]([CH3:94])[C@@H:56]([O:90][C:91]([CH3:93])=[O:92])[C@H:57]([CH3:89])[C@H:58]([OH:88])[C@H:59]([CH3:87])[C@@H:60]([OH:86])[C@@H:61]([CH3:85])[CH:62]=[CH:63][CH:64]=[C:65]([CH3:84])[C:66]([NH:68][C:69]4[C:72](/[CH:75]=[N:76]/[N:77]5[CH2:82][CH2:81][N:80]([CH3:83])[CH2:79][CH2:78]5)=[C:73]([OH:74])[C:44]([C:45]=2[C:49]3=[O:50])=[C:43]([C:70]=4[OH:71])[C:42]=1[OH:98])=[O:67], predict the reactants needed to synthesize it.